Dataset: Full USPTO retrosynthesis dataset with 1.9M reactions from patents (1976-2016). Task: Predict the reactants needed to synthesize the given product. (1) Given the product [Cl:1][C:2]1[CH:3]=[C:4]2[C:8](=[CH:9][CH:10]=1)[N:7]([S:44]([C:41]1[CH:42]=[CH:43][C:38]([O:37][CH3:36])=[CH:39][C:40]=1[O:48][C:49]([F:50])([F:51])[F:52])(=[O:46])=[O:45])[C:6](=[O:11])[C:5]2([N:21]1[CH2:30][C@H:29]([O:31][CH2:32][CH2:33][CH2:34][OH:35])[CH2:28][C@H:22]1[C:23]([N:25]([CH3:27])[CH3:26])=[O:24])[C:12]1[CH:17]=[C:16]([CH3:18])[CH:15]=[CH:14][C:13]=1[O:19][CH3:20], predict the reactants needed to synthesize it. The reactants are: [Cl:1][C:2]1[CH:3]=[C:4]2[C:8](=[CH:9][CH:10]=1)[NH:7][C:6](=[O:11])[C:5]2([N:21]1[CH2:30][C@H:29]([O:31][CH2:32][CH2:33][CH2:34][OH:35])[CH2:28][C@H:22]1[C:23]([N:25]([CH3:27])[CH3:26])=[O:24])[C:12]1[CH:17]=[C:16]([CH3:18])[CH:15]=[CH:14][C:13]=1[O:19][CH3:20].[CH3:36][O:37][C:38]1[CH:43]=[CH:42][C:41]([S:44](Cl)(=[O:46])=[O:45])=[C:40]([O:48][C:49]([F:52])([F:51])[F:50])[CH:39]=1. (2) Given the product [Cl:1][C:2]1[C:7]([NH:8][C:9]2[N:14]=[C:13]([NH:15][CH2:16][CH3:17])[C:12]3=[N:18][CH:19]=[C:20]([C:21]#[N:22])[N:11]3[N:10]=2)=[CH:6][C:5]([C:23]#[N:24])=[CH:4][C:3]=1[N:25]1[CH2:30][CH2:29][C@@H:28]([NH:31][C:32](=[O:35])[O:33][CH3:34])[C@H:27]([N:41]([CH3:42])[CH:39]2[CH2:40][O:37][CH2:38]2)[CH2:26]1.[Cl:1][C:2]1[C:7]([NH:8][C:9]2[N:14]=[C:13]([NH:15][CH2:16][CH3:17])[C:12]3=[N:18][CH:19]=[C:20]([C:21]#[N:22])[N:11]3[N:10]=2)=[CH:6][C:5]([C:23]#[N:24])=[CH:4][C:3]=1[N:25]1[CH2:30][CH2:29][C@@H:28]([NH:31][C:32](=[O:35])[O:33][CH3:34])[C@@H:27]([N:54]([CH3:53])[CH:39]2[CH2:40][O:37][CH2:38]2)[CH2:26]1, predict the reactants needed to synthesize it. The reactants are: [Cl:1][C:2]1[C:7]([NH:8][C:9]2[N:14]=[C:13]([NH:15][CH2:16][CH3:17])[C:12]3=[N:18][CH:19]=[C:20]([C:21]#[N:22])[N:11]3[N:10]=2)=[CH:6][C:5]([C:23]#[N:24])=[CH:4][C:3]=1[N:25]1[CH2:30][CH2:29][C@@H:28]([NH:31][C:32](=[O:35])[O:33][CH3:34])[C:27](=O)[CH2:26]1.[O:37]1[CH2:40][CH:39]([NH2:41])[CH2:38]1.[CH:42](OC)(OC)OC.C(O)(=O)C.[C:53]([BH3-])#[N:54].[Na+].C=O. (3) Given the product [CH2:1]([O:19][C:20]1[CH:21]=[C:22]([CH2:45][CH2:46][CH2:47][N:51]([CH3:52])[CH3:50])[CH:23]=[C:24]([O:26][CH2:27][CH2:28][CH2:29][CH2:30][CH2:31][CH2:32][CH2:33][CH2:34]/[CH:35]=[CH:36]\[CH2:37]/[CH:38]=[CH:39]\[CH2:40][CH2:41][CH2:42][CH2:43][CH3:44])[CH:25]=1)[CH2:2][CH2:3][CH2:4][CH2:5][CH2:6][CH2:7][CH2:8]/[CH:9]=[CH:10]\[CH2:11]/[CH:12]=[CH:13]\[CH2:14][CH2:15][CH2:16][CH2:17][CH3:18], predict the reactants needed to synthesize it. The reactants are: [CH2:1]([O:19][C:20]1[CH:21]=[C:22]([CH2:45][CH2:46][CH:47]=O)[CH:23]=[C:24]([O:26][CH2:27][CH2:28][CH2:29][CH2:30][CH2:31][CH2:32][CH2:33][CH2:34]/[CH:35]=[CH:36]\[CH2:37]/[CH:38]=[CH:39]\[CH2:40][CH2:41][CH2:42][CH2:43][CH3:44])[CH:25]=1)[CH2:2][CH2:3][CH2:4][CH2:5][CH2:6][CH2:7][CH2:8]/[CH:9]=[CH:10]\[CH2:11]/[CH:12]=[CH:13]\[CH2:14][CH2:15][CH2:16][CH2:17][CH3:18].Cl.[CH3:50][NH:51][CH3:52].C(N(CC)CC)C.[BH4-].[Na+].